This data is from Catalyst prediction with 721,799 reactions and 888 catalyst types from USPTO. The task is: Predict which catalyst facilitates the given reaction. (1) Reactant: [CH2:1]([O:8][C:9]([NH:11][C@H:12]1[CH2:16][CH2:15][N:14]([C@H:17]2[CH2:22][CH2:21][C:20](=O)[CH2:19][C@H:18]2[C:24]([O:26][CH3:27])=[O:25])[C:13]1=[O:28])=[O:10])[C:2]1[CH:7]=[CH:6][CH:5]=[CH:4][CH:3]=1.[C:29]([NH2:33])([CH3:32])([CH3:31])[CH3:30].[BH4-].[Na+].C([O-])(O)=O.[Na+]. Product: [CH2:1]([O:8][C:9]([NH:11][C@H:12]1[CH2:16][CH2:15][N:14]([C@H:17]2[CH2:22][CH2:21][C@@H:20]([NH:33][C:29]([CH3:32])([CH3:31])[CH3:30])[CH2:19][C@H:18]2[C:24]([O:26][CH3:27])=[O:25])[C:13]1=[O:28])=[O:10])[C:2]1[CH:7]=[CH:6][CH:5]=[CH:4][CH:3]=1. The catalyst class is: 376. (2) Reactant: CO[C:3]([C@H:5]1[C@@H:10]([NH:11][CH2:12][C:13]2[CH:18]=[CH:17][C:16]([F:19])=[CH:15][CH:14]=2)[CH:9]2[CH2:20][CH2:21][CH:6]1[CH2:7][CH2:8]2)=[O:4].[CH3:22][S:23]([NH:26][C:27]1[CH:42]=[CH:41][C:30]2[NH:31][C:32]([CH2:37][C:38](O)=[O:39])=[N:33][S:34](=[O:36])(=[O:35])[C:29]=2[CH:28]=1)(=[O:25])=[O:24].CN1CCOCC1.Cl.CN(C)CCCN=C=NCC.[O-]CC.[Na+]. Product: [F:19][C:16]1[CH:17]=[CH:18][C:13]([CH2:12][N:11]2[C:38](=[O:39])[C:37]([C:32]3[NH:31][C:30]4[CH:41]=[CH:42][C:27]([NH:26][S:23]([CH3:22])(=[O:25])=[O:24])=[CH:28][C:29]=4[S:34](=[O:36])(=[O:35])[N:33]=3)=[C:3]([OH:4])[C@H:5]3[C@@H:10]2[CH:9]2[CH2:8][CH2:7][CH:6]3[CH2:21][CH2:20]2)=[CH:14][CH:15]=1.[CH3:22][S:23]([NH2:26])(=[O:25])=[O:24]. The catalyst class is: 737. (3) Reactant: [CH3:1][O:2][C:3]1[CH:4]=[C:5]2[C:10](=[CH:11][CH:12]=1)[CH:9]=[C:8]([CH:13]([CH3:16])[CH2:14][NH2:15])[CH:7]=[CH:6]2.C(N(CC)CC)C.[CH:24]([S:27](Cl)(=[O:29])=[O:28])([CH3:26])[CH3:25]. Product: [CH3:1][O:2][C:3]1[CH:4]=[C:5]2[C:10](=[CH:11][CH:12]=1)[CH:9]=[C:8]([CH:13]([CH3:16])[CH2:14][NH:15][S:27]([CH:24]([CH3:26])[CH3:25])(=[O:29])=[O:28])[CH:7]=[CH:6]2. The catalyst class is: 2. (4) The catalyst class is: 18. Product: [NH2:59][C:56]([C@H:37]([CH2:38][C@H:39]([NH:55][C:6]([C:5]1[NH:1][N:2]=[N:3][CH:4]=1)=[O:8])[CH2:40][C:41]1[CH:46]=[CH:45][C:44]([C:47]2[CH:52]=[C:51]([Cl:53])[CH:50]=[CH:49][C:48]=2[F:54])=[CH:43][CH:42]=1)[C:36]([OH:60])=[O:35])([CH3:58])[CH3:57]. Reactant: [NH:1]1[C:5]([C:6]([OH:8])=O)=[CH:4][N:3]=[N:2]1.CN(C(ON1N=NC2C=CC=NC1=2)=[N+](C)C)C.F[P-](F)(F)(F)(F)F.C([O:35][C:36](=[O:60])[C@H:37]([C:56]([NH2:59])([CH3:58])[CH3:57])[CH2:38][C@H:39]([NH2:55])[CH2:40][C:41]1[CH:46]=[CH:45][C:44]([C:47]2[CH:52]=[C:51]([Cl:53])[CH:50]=[CH:49][C:48]=2[F:54])=[CH:43][CH:42]=1)C.CCN(C(C)C)C(C)C.[Li+].[OH-]. (5) Reactant: [O:1]=[C:2]1[NH:6][C:5]2[CH:7]=[CH:8][C:9]([CH:11]=[O:12])=[CH:10][C:4]=2[O:3]1.C(=O)([O-])[O-].[K+].[K+].Br[CH2:20][CH2:21][CH2:22][O:23][Si:24]([C:27]([CH3:30])([CH3:29])[CH3:28])([CH3:26])[CH3:25].CCOCC. Product: [Si:24]([O:23][CH2:22][CH2:21][CH2:20][N:6]1[C:5]2[CH:7]=[CH:8][C:9]([CH:11]=[O:12])=[CH:10][C:4]=2[O:3][C:2]1=[O:1])([C:27]([CH3:28])([CH3:29])[CH3:30])([CH3:26])[CH3:25]. The catalyst class is: 3. (6) Reactant: [Cl:1][C:2]1[C:11]2[CH2:10][N:9]([C@H:12]([CH:16]([CH3:18])[CH3:17])[C:13](O)=[O:14])[C:8](=[O:19])[C:7]3=[CH:20][NH:21][C:5]([C:6]=23)=[N:4][CH:3]=1.CN(C(ON1N=[N:37][C:32]2[CH:33]=[CH:34][CH:35]=[N:36][C:31]1=2)=[N+](C)C)C.F[P-](F)(F)(F)(F)F.Cl.N1CCC[C@H]1C#N.CN1CCOCC1. Product: [Cl:1][C:2]1[C:11]2[CH2:10][N:9]([C@H:12]([CH:16]([CH3:18])[CH3:17])[C:13]([N:36]3[CH2:35][CH2:34][CH2:33][C@H:31]3[C:32]#[N:37])=[O:14])[C:8](=[O:19])[C:7]3=[CH:20][NH:21][C:5]([C:6]=23)=[N:4][CH:3]=1. The catalyst class is: 1. (7) Reactant: [CH2:1]([C:9]1[C:14]([CH3:15])=[C:13]([O:16]C)[C:12]([CH3:18])=[C:11]([CH3:19])[C:10]=1[O:20]C)[CH2:2][CH2:3][CH2:4][CH2:5][CH2:6][CH2:7][CH3:8].O=[N+]([O-])[O-].[O-][N+](=O)[O-].[O-][N+](=O)[O-].[O-][N+](=O)[O-].[O-][N+](=O)[O-].[O-][N+](=O)[O-].[Ce+4].[NH4+].[NH4+]. Product: [CH2:1]([C:9]1[C:10](=[O:20])[C:11]([CH3:19])=[C:12]([CH3:18])[C:13](=[O:16])[C:14]=1[CH3:15])[CH2:2][CH2:3][CH2:4][CH2:5][CH2:6][CH2:7][CH3:8]. The catalyst class is: 6. (8) Reactant: [S:1]1[CH:5]=[C:4]([C:6]2[CH:31]=[CH:30][C:9]([CH2:10][O:11][C:12]3[CH:20]=[CH:19][C:18]4[NH:17][C:16]5[CH:21]([CH2:24][C:25]([O:27]CC)=[O:26])[CH2:22][CH2:23][C:15]=5[C:14]=4[CH:13]=3)=[CH:8][CH:7]=2)[N:3]=[N:2]1.[Li+].[OH-]. Product: [S:1]1[CH:5]=[C:4]([C:6]2[CH:31]=[CH:30][C:9]([CH2:10][O:11][C:12]3[CH:20]=[CH:19][C:18]4[NH:17][C:16]5[CH:21]([CH2:24][C:25]([OH:27])=[O:26])[CH2:22][CH2:23][C:15]=5[C:14]=4[CH:13]=3)=[CH:8][CH:7]=2)[N:3]=[N:2]1. The catalyst class is: 225.